Dataset: Full USPTO retrosynthesis dataset with 1.9M reactions from patents (1976-2016). Task: Predict the reactants needed to synthesize the given product. (1) Given the product [CH:22]1([O:1][C:2]2[CH:9]=[CH:8][C:5]([CH:6]=[O:7])=[CH:4][CH:3]=2)[CH2:24][CH2:23]1, predict the reactants needed to synthesize it. The reactants are: [OH:1][C:2]1[CH:9]=[CH:8][C:5]([CH:6]=[O:7])=[CH:4][CH:3]=1.C(=O)([O-])[O-].[K+].[K+].CN(C)C=O.Br[CH:22]1[CH2:24][CH2:23]1. (2) Given the product [F:16][C:17]1[CH:22]=[CH:21][C:20]([C:2]2[CH:3]=[C:4]([C:12]([O:14][CH3:15])=[O:13])[CH:5]=[C:6]([C:7]([O:9][CH3:10])=[O:8])[CH:11]=2)=[CH:19][CH:18]=1, predict the reactants needed to synthesize it. The reactants are: Br[C:2]1[CH:3]=[C:4]([C:12]([O:14][CH3:15])=[O:13])[CH:5]=[C:6]([CH:11]=1)[C:7]([O:9][CH3:10])=[O:8].[F:16][C:17]1[CH:22]=[CH:21][C:20](B(O)O)=[CH:19][CH:18]=1.C(=O)([O-])[O-].[Cs+].[Cs+].CCOC(C)=O. (3) The reactants are: [F:1][C:2]1[CH:3]=[C:4]([CH2:9][C:10]([CH3:15])([CH3:14])[CH2:11][CH:12]=[O:13])[CH:5]=[CH:6][C:7]=1[CH3:8].[OH-].[Na+].[CH2:18]([OH:20])[CH3:19]. Given the product [F:1][C:2]1[CH:3]=[C:4]([CH2:9][C:10]([CH3:15])([CH3:14])[CH2:11][C:12]([O:20][CH2:18][CH3:19])=[O:13])[CH:5]=[CH:6][C:7]=1[CH3:8], predict the reactants needed to synthesize it. (4) Given the product [NH2:20][C:18]1[N:17]=[CH:16][N:15]=[C:14]2[N:13]([CH:21]([CH3:23])[CH3:22])[N:12]=[C:11]([C:3]3[C:2]([F:1])=[CH:7][C:6]([OH:8])=[C:5]([F:10])[CH:4]=3)[C:19]=12, predict the reactants needed to synthesize it. The reactants are: [F:1][C:2]1[CH:7]=[C:6]([O:8]C)[C:5]([F:10])=[CH:4][C:3]=1[C:11]1[C:19]2[C:14](=[N:15][CH:16]=[N:17][C:18]=2[NH2:20])[N:13]([CH:21]([CH3:23])[CH3:22])[N:12]=1.B(Br)(Br)Br. (5) Given the product [CH3:21][C:7]1([N:12]2[CH2:17][CH2:16][O:15][CH2:14][CH2:13]2)[CH2:8][CH2:9][C:4]2([O:11][CH2:1][CH2:2][O:3]2)[CH2:5][CH2:6]1, predict the reactants needed to synthesize it. The reactants are: [CH2:1]1[O:11][C:4]2([CH2:9][CH2:8][C:7](=O)[CH2:6][CH2:5]2)[O:3][CH2:2]1.[NH:12]1[CH2:17][CH2:16][O:15][CH2:14][CH2:13]1.N1C=[CH:21]N=N1.C[Mg]Cl.C1COCC1.[NH4+].[Cl-]. (6) Given the product [C:1]([O:5][C:6]([N:8]1[C:11]2([CH2:12][N:13]([C:16](=[O:17])[NH:15][CH2:18][CH2:19][CH2:20][C:21]3[CH:26]=[CH:25][CH:24]=[CH:23][CH:22]=3)[CH2:14]2)[CH2:10][CH2:9]1)=[O:7])([CH3:4])([CH3:2])[CH3:3], predict the reactants needed to synthesize it. The reactants are: [C:1]([O:5][C:6]([N:8]1[C:11]2([CH2:14][NH:13][CH2:12]2)[CH2:10][CH2:9]1)=[O:7])([CH3:4])([CH3:3])[CH3:2].[N:15]([CH2:18][CH2:19][CH2:20][C:21]1[CH:26]=[CH:25][CH:24]=[CH:23][CH:22]=1)=[C:16]=[O:17]. (7) Given the product [OH2:1].[OH2:1].[OH2:1].[OH2:1].[OH2:1].[OH2:1].[OH2:1].[OH2:1].[O:1]([Cl:3])[Cl:2].[Zr:4], predict the reactants needed to synthesize it. The reactants are: [O:1]([Cl:3])[Cl:2].[Zr:4]. (8) The reactants are: [F:1][C:2]1[CH:7]=[CH:6][C:5]([NH:8][CH2:9][C:10]2[N:11]([C:16]3[CH:21]=[CH:20][C:19]([CH3:22])=[CH:18][CH:17]=3)[C:12](=[S:15])[NH:13][N:14]=2)=[CH:4][CH:3]=1.Br[CH2:24][C:25]([NH:27][C:28]1[CH:33]=[CH:32][CH:31]=[CH:30][C:29]=1[Cl:34])=[O:26].C(=O)([O-])[O-].[K+].[K+]. Given the product [Cl:34][C:29]1[CH:30]=[CH:31][CH:32]=[CH:33][C:28]=1[NH:27][C:25](=[O:26])[CH2:24][S:15][C:12]1[N:11]([C:16]2[CH:17]=[CH:18][C:19]([CH3:22])=[CH:20][CH:21]=2)[C:10]([CH2:9][NH:8][C:5]2[CH:4]=[CH:3][C:2]([F:1])=[CH:7][CH:6]=2)=[N:14][N:13]=1, predict the reactants needed to synthesize it. (9) Given the product [N:1]1([CH2:6][C:7]2[CH:34]=[CH:33][C:10]([CH2:11][N:12]3[CH:20]=[C:19]4[C:14]([N:15]=[CH:16][N:17]=[C:18]4[NH:21][CH2:22][C:23]4[C:24]([F:32])=[C:25]([O:30][CH3:31])[CH:26]=[CH:27][C:28]=4[C:66]#[N:67])=[N:13]3)=[CH:9][CH:8]=2)[CH:5]=[CH:4][CH:3]=[N:2]1, predict the reactants needed to synthesize it. The reactants are: [N:1]1([CH2:6][C:7]2[CH:34]=[CH:33][C:10]([CH2:11][N:12]3[CH:20]=[C:19]4[C:14]([N:15]=[CH:16][N:17]=[C:18]4[NH:21][CH2:22][C:23]4[C:28](Cl)=[CH:27][CH:26]=[C:25]([O:30][CH3:31])[C:24]=4[F:32])=[N:13]3)=[CH:9][CH:8]=2)[CH:5]=[CH:4][CH:3]=[N:2]1.C1(P(C2CCCCC2)C2C=CC=CC=2C2C(OC)=CC=CC=2OC)CCCCC1.N#N.[CH3:66][N:67]1CCCC1=O. (10) The reactants are: [NH2:1][C:2]1[C:7]([CH:8]=[O:9])=[CH:6][CH:5]=[CH:4][N:3]=1.[Br:10]N1C(=O)CCC1=O. Given the product [NH2:1][C:2]1[C:7]([CH:8]=[O:9])=[CH:6][C:5]([Br:10])=[CH:4][N:3]=1, predict the reactants needed to synthesize it.